From a dataset of Reaction yield outcomes from USPTO patents with 853,638 reactions. Predict the reaction yield, written as a fraction of the theoretical maximum amount of product (1.0 means a 100% yield; for example, 0.34 means a 34% yield). (1) The reactants are [CH2:1]([O:5][C:6]1[CH:10]=[C:9]([CH2:11][CH2:12][C:13]([O:15]CC)=[O:14])[N:8]([CH2:18][C:19]2[CH:24]=[CH:23][C:22]([Cl:25])=[CH:21][C:20]=2[Cl:26])[N:7]=1)[CH2:2][CH2:3][CH3:4].[OH-].[Na+].O1CCCC1. The catalyst is C(O)C. The product is [CH2:1]([O:5][C:6]1[CH:10]=[C:9]([CH2:11][CH2:12][C:13]([OH:15])=[O:14])[N:8]([CH2:18][C:19]2[CH:24]=[CH:23][C:22]([Cl:25])=[CH:21][C:20]=2[Cl:26])[N:7]=1)[CH2:2][CH2:3][CH3:4]. The yield is 0.880. (2) The reactants are [NH3:1].[CH3:2]O.[CH3:4][O:5][C:6]1[CH:24]=[CH:23][C:9]([CH2:10][N:11]2[C:15]([C:16]([O:18]C)=O)=[C:14]([N+:20]([O-:22])=[O:21])[CH:13]=[N:12]2)=[CH:8][CH:7]=1. The catalyst is CO. The product is [CH3:2][C:13]1[C:14]([N+:20]([O-:22])=[O:21])=[C:15]([C:16]([NH2:1])=[O:18])[N:11]([CH2:10][C:9]2[CH:8]=[CH:7][C:6]([O:5][CH3:4])=[CH:24][CH:23]=2)[N:12]=1. The yield is 0.870. (3) The reactants are [NH2:1][C:2]1[CH:7]=[CH:6][C:5]([CH2:8][N:9]([CH2:18][CH2:19][N:20]2[CH2:28][CH2:27][N:26]([CH2:29][C:30](=[O:36])[O:31]C(C)(C)C)[CH2:25][CH2:24][N:23]([CH2:37][C:38]([O:40]C(C)(C)C)=[O:39])[CH2:22][CH2:21]2)[CH2:10][C:11]([O:13]C(C)(C)C)=[O:12])=[CH:4][CH:3]=1.Cl.O1CCOCC1. The catalyst is C(OCC)C. The product is [NH2:1][C:2]1[CH:3]=[CH:4][C:5]([CH2:8][N:9]([CH2:18][CH2:19][N:20]2[CH2:21][CH2:22][N:23]([CH2:37][C:38]([OH:40])=[O:39])[CH2:24][CH2:25][N:26]([CH2:29][C:30]([OH:36])=[O:31])[CH2:27][CH2:28]2)[CH2:10][C:11]([OH:13])=[O:12])=[CH:6][CH:7]=1. The yield is 0.850.